Task: Regression/Classification. Given a drug SMILES string, predict its absorption, distribution, metabolism, or excretion properties. Task type varies by dataset: regression for continuous measurements (e.g., permeability, clearance, half-life) or binary classification for categorical outcomes (e.g., BBB penetration, CYP inhibition). Dataset: cyp3a4_veith.. Dataset: CYP3A4 inhibition data for predicting drug metabolism from PubChem BioAssay The drug is Nc1ccncc1. The result is 0 (non-inhibitor).